The task is: Predict the reactants needed to synthesize the given product.. This data is from Full USPTO retrosynthesis dataset with 1.9M reactions from patents (1976-2016). Given the product [CH2:15]([O:17][CH:18]([O:21][CH2:22][CH3:23])[CH2:19][S:8][C:5]1[CH:6]=[CH:7][C:2]([F:1])=[CH:3][CH:4]=1)[CH3:16], predict the reactants needed to synthesize it. The reactants are: [F:1][C:2]1[CH:7]=[CH:6][C:5]([SH:8])=[CH:4][CH:3]=1.C(=O)([O-])[O-].[K+].[K+].[CH2:15]([O:17][CH:18]([O:21][CH2:22][CH3:23])[CH2:19]Br)[CH3:16].